This data is from Catalyst prediction with 721,799 reactions and 888 catalyst types from USPTO. The task is: Predict which catalyst facilitates the given reaction. (1) Product: [CH2:1]([O:8][C:9]1[C:14](=[O:15])[N:13]([CH3:16])[C:12]([CH:17]2[CH2:21][CH2:20][CH2:19][CH2:18]2)=[N:11][C:10]=1[C:22]([OH:24])=[O:23])[C:2]1[CH:3]=[CH:4][CH:5]=[CH:6][CH:7]=1. Reactant: [CH2:1]([O:8][C:9]1[C:14](=[O:15])[N:13]([CH3:16])[C:12]([CH:17]2[CH2:21][CH2:20][CH2:19][CH2:18]2)=[N:11][C:10]=1[C:22]([O:24]CC)=[O:23])[C:2]1[CH:7]=[CH:6][CH:5]=[CH:4][CH:3]=1.O[Li].O. The catalyst class is: 20. (2) Reactant: [Cl:1][C:2]1[CH:9]=[CH:8][CH:7]=[C:6]([F:10])[C:3]=1[CH:4]=O.[NH2:11][CH2:12][CH2:13][CH2:14][N:15]1[CH2:19][CH2:18][CH2:17][C:16]1=[O:20].C(O)(=O)C.C(O[BH-](OC(=O)C)OC(=O)C)(=O)C.[Na+]. Product: [Cl:1][C:2]1[CH:9]=[CH:8][CH:7]=[C:6]([F:10])[C:3]=1[CH2:4][NH:11][CH2:12][CH2:13][CH2:14][N:15]1[CH2:19][CH2:18][CH2:17][C:16]1=[O:20]. The catalyst class is: 26. (3) The catalyst class is: 2. Product: [NH2:25][CH2:24][CH:22]1[CH2:21][N:20]([C:18]([NH:17][C:10]2[CH:9]=[C:8]([C:5]3[CH:4]=[CH:3][C:2]([F:1])=[CH:7][CH:6]=3)[CH:13]=[CH:12][C:11]=2[N+:14]([O-:16])=[O:15])=[O:19])[CH2:23]1. Reactant: [F:1][C:2]1[CH:7]=[CH:6][C:5]([C:8]2[CH:13]=[CH:12][C:11]([N+:14]([O-:16])=[O:15])=[C:10]([NH:17][C:18]([N:20]3[CH2:23][CH:22]([CH2:24][NH:25]C(=O)OC(C)(C)C)[CH2:21]3)=[O:19])[CH:9]=2)=[CH:4][CH:3]=1.C(O)(C(F)(F)F)=O. (4) Reactant: [C:1]([NH:4][CH:5]([CH2:9][SH:10])[C:6]([OH:8])=O)(=[O:3])[CH3:2].OC1C2N=NNC=2C=CC=1.C1CCC(N=C=NC2CCCCC2)CC1.C([O:40][C:41](=[O:54])[C:42]1[CH:47]=[C:46]([NH2:48])[CH:45]=[CH:44][C:43]=1[O:49]C(C)(C)C)(C)(C)C. Product: [C:1]([NH:4][CH:5]([CH2:9][SH:10])[C:6]([NH:48][C:46]1[CH:45]=[CH:44][C:43]([OH:49])=[C:42]([CH:47]=1)[C:41]([OH:54])=[O:40])=[O:8])(=[O:3])[CH3:2]. The catalyst class is: 42. (5) Reactant: Br[C:2]1[S:6][C:5]2[C:7](=[O:17])[CH2:8][CH:9]([C:10]3[CH:15]=[CH:14][C:13]([Cl:16])=[CH:12][CH:11]=3)[C:4]=2[CH:3]=1.[N:18]1[CH:23]=[CH:22][C:21](B(O)O)=[CH:20][CH:19]=1.O1CCOCC1.O.C(=O)([O-])[O-].[Cs+].[Cs+]. Product: [Cl:16][C:13]1[CH:14]=[CH:15][C:10]([CH:9]2[C:4]3[CH:3]=[C:2]([C:21]4[CH:22]=[CH:23][N:18]=[CH:19][CH:20]=4)[S:6][C:5]=3[C:7](=[O:17])[CH2:8]2)=[CH:11][CH:12]=1. The catalyst class is: 140.